The task is: Predict the product of the given reaction.. This data is from Forward reaction prediction with 1.9M reactions from USPTO patents (1976-2016). (1) Given the reactants S(Cl)([Cl:3])=O.[CH3:5][O:6][C:7]1[CH:15]=[CH:14][C:10]([C:11](O)=[O:12])=[CH:9][C:8]=1[N+:16]([O-:18])=[O:17], predict the reaction product. The product is: [CH3:5][O:6][C:7]1[CH:15]=[CH:14][C:10]([C:11]([Cl:3])=[O:12])=[CH:9][C:8]=1[N+:16]([O-:18])=[O:17]. (2) Given the reactants [CH:1]1[CH:10]=[N:9][C:8]2[C:3](=[C:4]([N+:12]([O-:14])=[O:13])[CH:5]=[CH:6][C:7]=2[OH:11])[CH:2]=1.[NH2:15][C@H:16]([C:22]([OH:24])=[O:23])[CH2:17][CH2:18][CH2:19][CH2:20][NH2:21], predict the reaction product. The product is: [CH:1]1[CH:10]=[N:9][C:8]2[C:3](=[C:4]([N+:12]([O-:14])=[O:13])[CH:5]=[CH:6][C:7]=2[OH:11])[CH:2]=1.[NH2:15][C@H:16]([C:22]([OH:24])=[O:23])[CH2:17][CH2:18][CH2:19][CH2:20][NH2:21].